Dataset: Forward reaction prediction with 1.9M reactions from USPTO patents (1976-2016). Task: Predict the product of the given reaction. (1) Given the reactants [C:1]([C:5]1[CH:10]=[CH:9][C:8]([CH:11]2[CH2:13][CH:12]2[C:14]([OH:16])=O)=[CH:7][C:6]=1[F:17])([CH3:4])([CH3:3])[CH3:2].C(Cl)(=O)C(Cl)=O.Cl.Cl.[NH2:26][CH2:27][C:28]([C:30]1[N:31]([CH3:35])[CH:32]=[CH:33][N:34]=1)=[O:29].C(N(CC)CC)C, predict the reaction product. The product is: [C:1]([C:5]1[CH:10]=[CH:9][C:8]([CH:11]2[CH2:13][CH:12]2[C:14]([NH:26][CH2:27][C:28]([C:30]2[N:31]([CH3:35])[CH:32]=[CH:33][N:34]=2)=[O:29])=[O:16])=[CH:7][C:6]=1[F:17])([CH3:2])([CH3:3])[CH3:4]. (2) The product is: [CH3:55][C:49]1[CH:50]=[C:51]([CH3:54])[CH:52]=[CH:53][C:48]=1[N:43]([CH2:44][CH:45]([CH3:47])[CH3:46])[S:40]([C:37]1[CH:38]=[CH:39][C:34]([C:31]([OH:33])([CH3:32])[CH2:1][C:2]2[N:3]=[N:4][N:5]([C:7]([C:8]3[CH:13]=[CH:12][CH:11]=[CH:10][CH:9]=3)([C:14]3[CH:15]=[CH:16][CH:17]=[CH:18][CH:19]=3)[C:20]3[CH:25]=[CH:24][CH:23]=[CH:22][CH:21]=3)[N:6]=2)=[CH:35][CH:36]=1)(=[O:42])=[O:41]. Given the reactants [CH3:1][C:2]1[N:3]=[N:4][N:5]([C:7]([C:20]2[CH:25]=[CH:24][CH:23]=[CH:22][CH:21]=2)([C:14]2[CH:19]=[CH:18][CH:17]=[CH:16][CH:15]=2)[C:8]2[CH:13]=[CH:12][CH:11]=[CH:10][CH:9]=2)[N:6]=1.[Li]CCCC.[C:31]([C:34]1[CH:39]=[CH:38][C:37]([S:40]([N:43]([C:48]2[CH:53]=[CH:52][C:51]([CH3:54])=[CH:50][C:49]=2[CH3:55])[CH2:44][CH:45]([CH3:47])[CH3:46])(=[O:42])=[O:41])=[CH:36][CH:35]=1)(=[O:33])[CH3:32], predict the reaction product. (3) Given the reactants C([O:9][CH2:10][CH2:11][O:12][CH2:13][CH2:14][N:15]1[C:23]2[C:22](Cl)=[N:21][CH:20]=[N:19][C:18]=2[CH:17]=[CH:16]1)(=O)C1C=CC=CC=1.[Cl:25][C:26]1[CH:27]=[C:28]([CH:30]=[CH:31][C:32]=1[O:33][C:34]1[CH:39]=[CH:38][CH:37]=[C:36]([C:40]([F:43])([F:42])[F:41])[CH:35]=1)[NH2:29].CN1CCCC1=O.C(=O)([O-])O.[Na+], predict the reaction product. The product is: [Cl:25][C:26]1[CH:27]=[C:28]([NH:29][C:22]2[C:23]3[N:15]([CH2:14][CH2:13][O:12][CH2:11][CH2:10][OH:9])[CH:16]=[CH:17][C:18]=3[N:19]=[CH:20][N:21]=2)[CH:30]=[CH:31][C:32]=1[O:33][C:34]1[CH:39]=[CH:38][CH:37]=[C:36]([C:40]([F:42])([F:43])[F:41])[CH:35]=1. (4) Given the reactants [C:1]([C:4]1[C:22](=[O:23])[C@@:8]2([CH3:24])[C:9]3[C:15]([OH:16])=[CH:14][C:13]([O:17][CH3:18])=[C:12]([C:19]([NH2:21])=[O:20])[C:10]=3[O:11][C:7]2=[CH:6][C:5]=1[OH:25])(=[O:3])[CH3:2].[F:26][C:27]1[CH:34]=[CH:33][CH:32]=[C:31]([F:35])[C:28]=1[CH:29]=O.C([SiH](CC)CC)C.FC(F)(F)C(O)=O, predict the reaction product. The product is: [C:1]([C:4]1[C:22](=[O:23])[C@@:8]2([CH3:24])[C:9]3[C:15]([OH:16])=[CH:14][C:13]([O:17][CH3:18])=[C:12]([C:19]([NH:21][CH2:29][C:28]4[C:27]([F:26])=[CH:34][CH:33]=[CH:32][C:31]=4[F:35])=[O:20])[C:10]=3[O:11][C:7]2=[CH:6][C:5]=1[OH:25])(=[O:3])[CH3:2]. (5) Given the reactants [C:1](=[O:17])([O:15][CH3:16])[O:2][C:3]1[CH:8]=[CH:7][C:6]([Cl:9])=[CH:5][C:4]=1[CH:10]1[CH2:14][CH2:13][CH2:12][CH2:11]1.OS(O)(=O)=O.[N+:23]([O-])([O-:25])=[O:24].[K+], predict the reaction product. The product is: [C:1](=[O:17])([O:15][CH3:16])[O:2][C:3]1[CH:8]=[C:7]([N+:23]([O-:25])=[O:24])[C:6]([Cl:9])=[CH:5][C:4]=1[CH:10]1[CH2:14][CH2:13][CH2:12][CH2:11]1. (6) Given the reactants [NH2:1][C:2]1[CH:7]=[CH:6][C:5]([O:8][S:9]([C:12]2[CH:17]=[CH:16][C:15](F)=[CH:14][CH:13]=2)(=[O:11])=[O:10])=[CH:4][C:3]=1[N+:19]([O-:21])=[O:20].[CH2:22]([CH2:24][NH2:25])[OH:23], predict the reaction product. The product is: [NH2:1][C:2]1[CH:7]=[CH:6][C:5]([O:8][S:9]([C:12]2[CH:17]=[CH:16][C:15]([NH:25][CH2:24][CH2:22][OH:23])=[CH:14][CH:13]=2)(=[O:11])=[O:10])=[CH:4][C:3]=1[N+:19]([O-:21])=[O:20]. (7) Given the reactants [CH2:1]([O:8][C:9](=[O:24])[C:10]([CH3:23])([CH3:22])[CH2:11]/[CH:12]=[N:13]/[CH2:14][C:15]([O:17][C:18]([CH3:21])([CH3:20])[CH3:19])=[O:16])[C:2]1[CH:7]=[CH:6][CH:5]=[CH:4][CH:3]=1.[Cl:25][C:26]1[C:27]([F:44])=[C:28](/[CH:32]=[C:33](/[C:36]2[CH:41]=[CH:40][C:39]([Cl:42])=[CH:38][C:37]=2[F:43])\[C:34]#[N:35])[CH:29]=[CH:30][CH:31]=1.C(N(CC)CC)C.C1CCN2C(=NCCC2)CC1, predict the reaction product. The product is: [C:18]([O:17][C:15]([CH:14]1[CH:32]([C:28]2[CH:29]=[CH:30][CH:31]=[C:26]([Cl:25])[C:27]=2[F:44])[C:33]([C:36]2[CH:41]=[CH:40][C:39]([Cl:42])=[CH:38][C:37]=2[F:43])([C:34]#[N:35])[CH:12]([CH2:11][C:10]([C:9]([O:8][CH2:1][C:2]2[CH:3]=[CH:4][CH:5]=[CH:6][CH:7]=2)=[O:24])([CH3:23])[CH3:22])[NH:13]1)=[O:16])([CH3:19])([CH3:21])[CH3:20].